This data is from Full USPTO retrosynthesis dataset with 1.9M reactions from patents (1976-2016). The task is: Predict the reactants needed to synthesize the given product. (1) Given the product [CH3:22][O:21][C@H:16]([CH2:17][CH2:18][CH:19]=[CH2:20])[C@@H:15]([CH3:23])[C:14]([OH:24])=[O:1], predict the reactants needed to synthesize it. The reactants are: [OH-:1].[Li+].CC1(C)C2CC[C@@]31[C@H](C2)N([C:14](=[O:24])[C@H:15]([CH3:23])[C@H:16]([O:21][CH3:22])[CH2:17][CH2:18][CH:19]=[CH2:20])S(=O)(=O)C3. (2) Given the product [CH3:40][O:39][C:37](=[O:38])[CH2:36][NH:33][C:21]1[CH:20]=[C:19]([CH2:18][N:10]([CH2:11][C:12]2[CH:17]=[CH:16][CH:15]=[CH:14][CH:13]=2)[C:9]([O:8][CH2:1][C:2]2[CH:7]=[CH:6][CH:5]=[CH:4][CH:3]=2)=[O:34])[CH:24]=[CH:23][C:22]=1[O:25][CH2:26][C:27]1[CH:32]=[CH:31][CH:30]=[CH:29][CH:28]=1, predict the reactants needed to synthesize it. The reactants are: [CH2:1]([O:8][C:9](=[O:34])[N:10]([CH2:18][C:19]1[CH:24]=[CH:23][C:22]([O:25][CH2:26][C:27]2[CH:32]=[CH:31][CH:30]=[CH:29][CH:28]=2)=[C:21]([NH2:33])[CH:20]=1)[CH2:11][C:12]1[CH:17]=[CH:16][CH:15]=[CH:14][CH:13]=1)[C:2]1[CH:7]=[CH:6][CH:5]=[CH:4][CH:3]=1.Br[CH2:36][C:37]([O:39][CH3:40])=[O:38].C(=O)([O-])[O-].[K+].[K+]. (3) Given the product [O:29]1[C:30]([CH2:31][NH:35][CH2:10][C:9]2[N:5]([CH2:1][CH2:2][CH2:3][CH3:4])[CH:6]([I:18])[NH:7][C:8]=2[C:12]2[CH:17]=[CH:16][CH:15]=[CH:14][CH:13]=2)=[CH:26][O:27][CH2:28]1, predict the reactants needed to synthesize it. The reactants are: [CH2:1]([N:5]1[C:9]([CH2:10]O)=[C:8]([C:12]2[CH:17]=[CH:16][CH:15]=[CH:14][CH:13]=2)[NH:7][CH:6]1[I:18])[CH2:2][CH2:3][CH3:4].O=S(Cl)Cl.C(N)C1C=[CH:31][C:30]2[O:29][CH2:28][O:27][C:26]=2C=1.C[N:35](C=O)C. (4) Given the product [OH:31][C@H:30]([C:32]1[CH:33]=[CH:34][C:35]([OH:43])=[C:36]([NH:38][S:39]([CH3:42])(=[O:41])=[O:40])[CH:37]=1)[CH2:29][NH:28][CH:20]1[CH2:19][CH2:18][N:17]([C:14]2[CH:13]=[CH:12][C:11]([C:8]3[N:9]=[N:10][N:6]([CH2:5][C:4]([OH:3])=[O:27])[N:7]=3)=[CH:16][CH:15]=2)[CH2:26][CH2:25]1, predict the reactants needed to synthesize it. The reactants are: C([O:3][C:4](=[O:27])[CH2:5][N:6]1[N:10]=[N:9][C:8]([C:11]2[CH:16]=[CH:15][C:14]([N:17]3[CH2:26][CH2:25][C:20]4(OCCO4)[CH2:19][CH2:18]3)=[CH:13][CH:12]=2)=[N:7]1)C.[NH2:28][CH2:29][C@@H:30]([C:32]1[CH:33]=[CH:34][C:35]([OH:43])=[C:36]([NH:38][S:39]([CH3:42])(=[O:41])=[O:40])[CH:37]=1)[OH:31]. (5) Given the product [CH3:24][N:21]1[C:14]2[N:15]=[C:16]([S:19][CH3:20])[N:17]=[CH:18][C:13]=2[CH:12]=[C:11]([C:3]2[CH:4]=[C:5]([C:6]3[NH:8][CH:30]=[N:28][N:25]=3)[CH:9]=[CH:10][C:2]=2[CH3:1])[C:22]1=[O:23], predict the reactants needed to synthesize it. The reactants are: [CH3:1][C:2]1[CH:10]=[CH:9][C:5]([C:6]([NH2:8])=O)=[CH:4][C:3]=1[C:11]1[C:22](=[O:23])[N:21]([CH3:24])[C:14]2[N:15]=[C:16]([S:19][CH3:20])[N:17]=[CH:18][C:13]=2[CH:12]=1.[NH2:25]N.C[N:28]([CH:30](OC)OC)C. (6) Given the product [Cl:21][C:22]1[CH:27]=[CH:26][C:25]([O:28][C:29]2[CH:30]=[CH:31][C:32]([CH2:35][CH2:36][NH:16][C:13]3[NH:14][CH:15]=[C:10]([CH2:9][C:6]4[CH:5]=[N:4][C:3]([O:2][CH3:1])=[N:8][CH:7]=4)[C:11](=[O:20])[N:12]=3)=[CH:33][CH:34]=2)=[CH:24][C:23]=1[C:38]([F:39])([F:40])[F:41], predict the reactants needed to synthesize it. The reactants are: [CH3:1][O:2][C:3]1[N:8]=[CH:7][C:6]([CH2:9][C:10]2[C:11](=[O:20])[N:12]=[C:13]([NH:16][N+]([O-])=O)[NH:14][CH:15]=2)=[CH:5][N:4]=1.[Cl:21][C:22]1[CH:27]=[CH:26][C:25]([O:28][C:29]2[CH:34]=[CH:33][C:32]([CH2:35][CH2:36]N)=[CH:31][CH:30]=2)=[CH:24][C:23]=1[C:38]([F:41])([F:40])[F:39]. (7) Given the product [C:1]1([P:7](=[O:14])([C:8]2[CH:13]=[CH:12][CH:11]=[CH:10][CH:9]=2)[CH:16]=[CH2:17])[CH:2]=[CH:3][CH:4]=[CH:5][CH:6]=1, predict the reactants needed to synthesize it. The reactants are: [C:1]1([PH:7](=[O:14])[C:8]2[CH:13]=[CH:12][CH:11]=[CH:10][CH:9]=2)[CH:6]=[CH:5][CH:4]=[CH:3][CH:2]=1.Br[CH:16]=[CH2:17].CCN(CC)CC.